This data is from Full USPTO retrosynthesis dataset with 1.9M reactions from patents (1976-2016). The task is: Predict the reactants needed to synthesize the given product. Given the product [Cl:21][C:22]1[N:27]=[C:26]([CH2:28][C:13]([C:12]2[CH:11]=[C:10]([NH:9][C:7]([C:3]3[N:2]([CH3:1])[CH:6]=[CH:5][CH:4]=3)=[O:8])[CH:20]=[CH:19][CH:18]=2)=[O:15])[CH:25]=[CH:24][N:23]=1, predict the reactants needed to synthesize it. The reactants are: [CH3:1][N:2]1[CH:6]=[CH:5][CH:4]=[C:3]1[C:7]([NH:9][C:10]1[CH:11]=[C:12]([CH:18]=[CH:19][CH:20]=1)[C:13]([O:15]CC)=O)=[O:8].[Cl:21][C:22]1[N:27]=[C:26]([CH3:28])[CH:25]=[CH:24][N:23]=1.[Li+].C[Si]([N-][Si](C)(C)C)(C)C.C1COCC1.